From a dataset of Forward reaction prediction with 1.9M reactions from USPTO patents (1976-2016). Predict the product of the given reaction. (1) Given the reactants Cl[C:2]1[N:7]=[C:6]([CH3:8])[N:5]=[C:4]([N:9]([CH2:19][C:20]2[CH:25]=[CH:24][C:23]([O:26][CH3:27])=[CH:22][CH:21]=2)[CH2:10][C:11]2[CH:16]=[CH:15][C:14]([O:17][CH3:18])=[CH:13][CH:12]=2)[N:3]=1.[F:28][C:29]1[C:34](B(O)O)=[CH:33][C:32]([CH2:38][N:39]2[CH2:44][CH2:43][O:42][CH2:41][CH2:40]2)=[CH:31][N:30]=1.C([O-])(=O)C.[K+].O, predict the reaction product. The product is: [F:28][C:29]1[C:34]([C:2]2[N:7]=[C:6]([CH3:8])[N:5]=[C:4]([N:9]([CH2:19][C:20]3[CH:25]=[CH:24][C:23]([O:26][CH3:27])=[CH:22][CH:21]=3)[CH2:10][C:11]3[CH:16]=[CH:15][C:14]([O:17][CH3:18])=[CH:13][CH:12]=3)[N:3]=2)=[CH:33][C:32]([CH2:38][N:39]2[CH2:44][CH2:43][O:42][CH2:41][CH2:40]2)=[CH:31][N:30]=1. (2) Given the reactants [Br:1][C:2]1[C:3]([CH3:18])=[C:4]2[C:11]([C:12]#[N:13])=[CH:10][N:9](C(C)(C)C)[C:5]2=[N:6][C:7]=1[CH3:8].[Cl-].[Cl-].[Cl-].[Al+3].O.Cl, predict the reaction product. The product is: [Br:1][C:2]1[C:3]([CH3:18])=[C:4]2[C:11]([C:12]#[N:13])=[CH:10][NH:9][C:5]2=[N:6][C:7]=1[CH3:8].